This data is from Full USPTO retrosynthesis dataset with 1.9M reactions from patents (1976-2016). The task is: Predict the reactants needed to synthesize the given product. (1) Given the product [CH2:17]([C:19]1[NH:23][C:22]([CH:24]=[C:9]2[C:8]3[C:12](=[CH:13][CH:14]=[CH:15][C:7]=3[C:4]3[CH:5]=[CH:6][N:1]=[CH:2][CH:3]=3)[NH:11][C:10]2=[O:16])=[C:21]([CH2:26][CH2:27][C:28]([OH:30])=[O:29])[CH:20]=1)[CH3:18], predict the reactants needed to synthesize it. The reactants are: [N:1]1[CH:6]=[CH:5][C:4]([C:7]2[CH:15]=[CH:14][CH:13]=[C:12]3[C:8]=2[CH2:9][C:10](=[O:16])[NH:11]3)=[CH:3][CH:2]=1.[CH2:17]([C:19]1[NH:23][C:22]([CH:24]=O)=[C:21]([CH2:26][CH2:27][C:28]([OH:30])=[O:29])[CH:20]=1)[CH3:18]. (2) Given the product [Si:1]([O:8][CH2:9][C@H:10]([CH2:26][CH2:27][CH2:28][OH:32])[CH2:11][C@H:12]1[CH2:16][O:15][C:14]([CH3:17])([CH3:18])[N:13]1[C:19]([O:21][C:22]([CH3:25])([CH3:24])[CH3:23])=[O:20])([C:4]([CH3:7])([CH3:5])[CH3:6])([CH3:3])[CH3:2], predict the reactants needed to synthesize it. The reactants are: [Si:1]([O:8][CH2:9][C@H:10]([CH2:26][CH:27]=[CH2:28])[CH2:11][C@H:12]1[CH2:16][O:15][C:14]([CH3:18])([CH3:17])[N:13]1[C:19]([O:21][C:22]([CH3:25])([CH3:24])[CH3:23])=[O:20])([C:4]([CH3:7])([CH3:6])[CH3:5])([CH3:3])[CH3:2].S(C)C.[OH-:32].[Na+].OO. (3) Given the product [F:1][C:2]1[CH:15]=[CH:14][C:5]([O:6][CH2:7][C:8]([OH:10])=[O:9])=[C:4]([CH3:16])[C:3]=1[NH:17][CH2:18][C:19]1[CH:24]=[C:23]([C:25]2[CH:30]=[CH:29][CH:28]=[C:27]([F:31])[CH:26]=2)[CH:22]=[C:21]([CH3:32])[C:20]=1[F:33], predict the reactants needed to synthesize it. The reactants are: [F:1][C:2]1[CH:15]=[CH:14][C:5]([O:6][CH2:7][C:8]([O:10]C(C)C)=[O:9])=[C:4]([CH3:16])[C:3]=1[NH:17][CH2:18][C:19]1[CH:24]=[C:23]([C:25]2[CH:30]=[CH:29][CH:28]=[C:27]([F:31])[CH:26]=2)[CH:22]=[C:21]([CH3:32])[C:20]=1[F:33].[OH-].[Na+].